From a dataset of Reaction yield outcomes from USPTO patents with 853,638 reactions. Predict the reaction yield, written as a fraction of the theoretical maximum amount of product (1.0 means a 100% yield; for example, 0.34 means a 34% yield). (1) The reactants are C(O[C:4]([C:6]1[C:10]([C:11]2[CH:16]=[CH:15][CH:14]=[CH:13][CH:12]=2)=[CH:9][NH:8][C:7]=1[CH2:17][CH2:18][NH2:19])=[O:5])C.O.[OH-].[Li+].O.[CH2:24]([OH:26])C. No catalyst specified. The product is [O:5]=[C:4]1[C:6]2[C:10]([C:11]3[CH:12]=[CH:13][CH:14]=[CH:15][CH:16]=3)=[C:9]([CH:24]=[O:26])[NH:8][C:7]=2[CH2:17][CH2:18][NH:19]1. The yield is 0.389. (2) The reactants are [N+:1]([C:4]1[C:13]2[C:8](=[CH:9][CH:10]=[CH:11][CH:12]=2)[C:7]([OH:14])=[CH:6][CH:5]=1)([O-:3])=[O:2].C1(P(C2C=CC=CC=2)C2C=CC=CC=2)C=CC=CC=1.[NH2:34][C:35]1[CH:40]=[C:39]([CH2:41]O)[CH:38]=[CH:37][N:36]=1.CC(OC(/N=N/C(OC(C)C)=O)=O)C. The catalyst is C1COCC1. The product is [NH2:34][C:35]1[CH:40]=[C:39]([CH2:41][O:14][C:7]2[C:8]3[C:13](=[CH:12][CH:11]=[CH:10][CH:9]=3)[C:4]([N+:1]([O-:3])=[O:2])=[CH:5][CH:6]=2)[CH:38]=[CH:37][N:36]=1. The yield is 0.560. (3) The reactants are [CH3:1][O:2][C:3](=[O:20])[C:4](=[CH:9][C:10]1[CH:11]=[C:12]2[C:16](=[C:17]([CH3:19])[CH:18]=1)[NH:15][N:14]=[CH:13]2)[CH2:5][C:6]([OH:8])=[O:7]. The catalyst is C(OCC)(=O)C.CO.[Pd]. The product is [CH3:1][O:2][C:3](=[O:20])[CH:4]([CH2:9][C:10]1[CH:11]=[C:12]2[C:16](=[C:17]([CH3:19])[CH:18]=1)[NH:15][N:14]=[CH:13]2)[CH2:5][C:6]([OH:8])=[O:7]. The yield is 1.00. (4) The reactants are C[O:2][C:3](=[O:36])[C:4]1[CH:9]=[CH:8][C:7]([NH:10][C:11](=[O:35])[C@@H:12]([N:20]2[CH2:24][C:23]([O:25][C:26]3[C:31]([F:32])=[CH:30][CH:29]=[CH:28][C:27]=3[Cl:33])=[CH:22][C:21]2=[O:34])[CH2:13][CH:14]2[CH2:19][CH2:18][CH2:17][CH2:16][CH2:15]2)=[N:6][CH:5]=1.[OH-].[Li+]. The catalyst is O1CCCC1.C(OCC)(=O)C. The product is [Cl:33][C:27]1[CH:28]=[CH:29][CH:30]=[C:31]([F:32])[C:26]=1[O:25][C:23]1[CH2:24][N:20]([C@@H:12]([CH2:13][CH:14]2[CH2:19][CH2:18][CH2:17][CH2:16][CH2:15]2)[C:11]([NH:10][C:7]2[CH:8]=[CH:9][C:4]([C:3]([OH:36])=[O:2])=[CH:5][N:6]=2)=[O:35])[C:21](=[O:34])[CH:22]=1. The yield is 0.130. (5) The reactants are [CH3:1][N:2]([CH3:14])[C:3]1[CH:4]=[C:5]2[C:10](=[CH:11][CH:12]=1)[N:9]=[C:8]([CH3:13])[CH:7]=[CH:6]2.[Se](=O)=[O:16]. The catalyst is O1CCOCC1.O. The product is [CH3:1][N:2]([CH3:14])[C:3]1[CH:4]=[C:5]2[C:10](=[CH:11][CH:12]=1)[N:9]=[C:8]([CH:13]=[O:16])[CH:7]=[CH:6]2. The yield is 0.370. (6) The catalyst is CN(C=O)C. The product is [CH3:12][CH:2]1[CH2:3][N:4]([C:5]([O:6][C:7]([CH3:8])([CH3:10])[CH3:9])=[O:11])[CH2:19][C:17](=[CH2:16])[CH2:18][O:1]1. The reactants are [OH:1][CH:2]([CH3:12])[CH2:3][NH:4][C:5](=[O:11])[O:6][C:7]([CH3:10])([CH3:9])[CH3:8].[H-].[Na+].Cl[CH2:16][C:17]([CH2:19]Cl)=[CH2:18].O. The yield is 0.339. (7) The reactants are C(OC([NH:11][C:12]1[C:13](=[O:27])[N:14]([CH2:19][C:20]([O:22][C:23]([CH3:26])([CH3:25])[CH3:24])=[O:21])[C:15]([CH3:18])=[CH:16][CH:17]=1)=O)C1C=CC=CC=1. The catalyst is C(O)C.[Pd]. The product is [NH2:11][C:12]1[C:13](=[O:27])[N:14]([CH2:19][C:20]([O:22][C:23]([CH3:26])([CH3:25])[CH3:24])=[O:21])[C:15]([CH3:18])=[CH:16][CH:17]=1. The yield is 0.970. (8) The reactants are [N+:1]([C:4]1[C:5]([C:9]([OH:11])=[O:10])=[N:6][NH:7][CH:8]=1)([O-:3])=[O:2].S(Cl)(Cl)=O.[CH3:16]O. No catalyst specified. The product is [CH3:16][O:10][C:9]([C:5]1[C:4]([N+:1]([O-:3])=[O:2])=[CH:8][NH:7][N:6]=1)=[O:11]. The yield is 0.995. (9) The reactants are [CH2:1]([N:8]1[C:16]([C:17]2[CH:18]=[C:19]([OH:23])[CH:20]=[CH:21][CH:22]=2)=[C:15]2[C:10]([C:11]([C:24]([F:27])([F:26])[F:25])=[CH:12][CH:13]=[CH:14]2)=[N:9]1)[C:2]1[CH:7]=[CH:6][CH:5]=[CH:4][CH:3]=1.C[O:29][C:30]([C:32]1([C:37]2[CH:42]=[CH:41][C:40]([CH2:43]Br)=[CH:39][CH:38]=2)[CH2:36][CH2:35][CH2:34][CH2:33]1)=[O:31].C(=O)([O-])[O-].[K+].[K+].C1(C)C=CC(C2(C(O)=O)CCCC2)=CC=1.S(=O)(=O)(O)O.C1C(=O)N(Br)C(=O)C1.C(OOC(=O)C1C=CC=CC=1)(=O)C1C=CC=CC=1.[Li+].[OH-]. The catalyst is CC(C)=O.CO.C(Cl)(Cl)(Cl)Cl.C1COCC1.O. The product is [CH2:1]([N:8]1[C:16]([C:17]2[CH:18]=[C:19]([CH:20]=[CH:21][CH:22]=2)[O:23][CH2:43][C:40]2[CH:39]=[CH:38][C:37]([C:32]3([C:30]([OH:31])=[O:29])[CH2:36][CH2:35][CH2:34][CH2:33]3)=[CH:42][CH:41]=2)=[C:15]2[C:10]([C:11]([C:24]([F:27])([F:25])[F:26])=[CH:12][CH:13]=[CH:14]2)=[N:9]1)[C:2]1[CH:7]=[CH:6][CH:5]=[CH:4][CH:3]=1. The yield is 0.480. (10) The reactants are Br[C:2]1[C:6]2=[N:7][CH:8]=[CH:9][C:10]([Cl:11])=[C:5]2[S:4][CH:3]=1.[F:12][C:13]1[CH:18]=[CH:17][C:16](B(O)O)=[CH:15][CH:14]=1.O1CCOCC1.[O-]P([O-])([O-])=O.[K+].[K+].[K+]. The catalyst is O.C1C=CC(P(C2C=CC=CC=2)[C-]2C=CC=C2)=CC=1.C1C=CC(P(C2C=CC=CC=2)[C-]2C=CC=C2)=CC=1.Cl[Pd]Cl.[Fe+2].C(Cl)Cl. The product is [Cl:11][C:10]1[CH:9]=[CH:8][N:7]=[C:6]2[C:2]([C:16]3[CH:17]=[CH:18][C:13]([F:12])=[CH:14][CH:15]=3)=[CH:3][S:4][C:5]=12. The yield is 0.490.